Predict the reactants needed to synthesize the given product. From a dataset of Full USPTO retrosynthesis dataset with 1.9M reactions from patents (1976-2016). (1) Given the product [C:1]([O:5][C:6]([N:8]1[C:17]2[C:12](=[CH:13][CH:14]=[C:15]([C:18](=[O:19])[NH:64][C:61]3[CH:62]=[CH:63][C:58]([C:57]([O:56][CH2:54][CH3:55])=[O:65])=[CH:59][CH:60]=3)[CH:16]=2)[CH2:11][CH2:10][CH2:9]1)=[O:7])([CH3:4])([CH3:2])[CH3:3], predict the reactants needed to synthesize it. The reactants are: [C:1]([O:5][C:6]([N:8]1[C:17]2[C:12](=[CH:13][CH:14]=[C:15]([C:18](O)=[O:19])[CH:16]=2)[CH2:11][CH2:10][CH2:9]1)=[O:7])([CH3:4])([CH3:3])[CH3:2].C(N(C(C)C)CC)(C)C.F[P-](F)(F)(F)(F)F.N1(OC(N(C)C)=[N+](C)C)C2C=CC=CC=2N=N1.[CH2:54]([O:56][C:57](=[O:65])[C:58]1[CH:63]=[CH:62][C:61]([NH2:64])=[CH:60][CH:59]=1)[CH3:55]. (2) Given the product [F:13][C:14]1[CH:15]=[C:16]([C:2]2[C:10]3[C:5](=[N:6][CH:7]=[C:8]([NH2:11])[CH:9]=3)[N:4]([CH3:12])[N:3]=2)[CH:17]=[CH:18][C:19]=1[O:20][CH3:21], predict the reactants needed to synthesize it. The reactants are: I[C:2]1[C:10]2[C:5](=[N:6][CH:7]=[C:8]([NH2:11])[CH:9]=2)[N:4]([CH3:12])[N:3]=1.[F:13][C:14]1[CH:15]=[C:16](B(O)O)[CH:17]=[CH:18][C:19]=1[O:20][CH3:21].P([O-])([O-])([O-])=O.[K+].[K+].[K+].C1CCC(P(C2C(C3C=CC=CC=3)=CC=CC=2)C2CCCCC2)CC1. (3) Given the product [CH3:11][C:6]1[CH:5]=[C:4]([CH2:3][CH:21]([C:14]2[C:15]([CH3:20])([CH3:19])[CH2:16][CH2:17][CH2:18][C:13]=2[CH3:12])[OH:22])[CH:9]=[CH:8][C:7]=1[CH3:10], predict the reactants needed to synthesize it. The reactants are: [Mg].Br[CH2:3][C:4]1[CH:9]=[CH:8][C:7]([CH3:10])=[C:6]([CH3:11])[CH:5]=1.[CH3:12][C:13]1[CH2:18][CH2:17][CH2:16][C:15]([CH3:20])([CH3:19])[C:14]=1[CH:21]=[O:22]. (4) Given the product [OH:26][C:6]1[C:5]2[C:10](=[CH:11][C:2](/[CH:38]=[CH:37]/[CH2:36][O:35][CH3:34])=[CH:3][CH:4]=2)[C:9]([CH3:13])([CH3:12])[C:8](=[O:14])[C:7]=1[C:15]([NH:17][CH2:18][C:19]([O:21][C:22]([CH3:24])([CH3:23])[CH3:25])=[O:20])=[O:16], predict the reactants needed to synthesize it. The reactants are: Br[C:2]1[CH:11]=[C:10]2[C:5]([C:6]([OH:26])=[C:7]([C:15]([NH:17][CH2:18][C:19]([O:21][C:22]([CH3:25])([CH3:24])[CH3:23])=[O:20])=[O:16])[C:8](=[O:14])[C:9]2([CH3:13])[CH3:12])=[CH:4][CH:3]=1.C([O-])([O-])=O.[K+].[K+].O.[CH3:34][O:35][CH2:36]/[CH:37]=[CH:38]/B1OC(C)(C)C(C)(C)O1. (5) Given the product [NH2:1][C:2]1[C:3]([I:17])=[C:4]([NH:13][C:14](=[O:16])[CH3:15])[C:5]([I:12])=[C:6]([C:10]=1[I:11])[C:7]([NH:21][CH2:20][CH:19]([OH:18])[CH2:22][OH:23])=[O:8], predict the reactants needed to synthesize it. The reactants are: [NH2:1][C:2]1[C:3]([I:17])=[C:4]([NH:13][C:14](=[O:16])[CH3:15])[C:5]([I:12])=[C:6]([C:10]=1[I:11])[C:7](Cl)=[O:8].[OH:18][CH:19]([CH2:22][OH:23])[CH2:20][NH2:21]. (6) Given the product [Cl:15][CH2:14][CH2:13][CH2:12][O:1][C:2]1[CH:7]=[CH:6][C:5]([C:8](=[O:10])[CH3:9])=[CH:4][CH:3]=1, predict the reactants needed to synthesize it. The reactants are: [OH:1][C:2]1[CH:7]=[CH:6][C:5]([C:8](=[O:10])[CH3:9])=[CH:4][CH:3]=1.Br[CH2:12][CH2:13][CH2:14][Cl:15].C(=O)([O-])[O-].[K+].[K+]. (7) Given the product [CH:5]1([CH:16]([C:14]2[CH:15]=[CH:10][C:11]([C:18]3[CH:23]=[CH:22][C:21]([C:24]([F:25])([F:26])[F:27])=[CH:20][CH:19]=3)=[CH:12][CH:13]=2)[NH2:17])[CH2:8][CH2:7][CH2:6]1, predict the reactants needed to synthesize it. The reactants are: [Mg].II.Br[CH:5]1[CH2:8][CH2:7][CH2:6]1.C[C:10]1[CH:15]=[C:14]([C:16]#[N:17])[CH:13]=[CH:12][C:11]=1[C:18]1[CH:23]=[CH:22][C:21]([C:24]([F:27])([F:26])[F:25])=[CH:20][CH:19]=1.[BH4-].[Na+]. (8) The reactants are: [Cl:1][C:2]1[C:3]2[N:4]([CH:12]=[C:13]([C:15]([OH:17])=O)[N:14]=2)[CH:5]=[C:6]([C:8]([F:11])([F:10])[F:9])[CH:7]=1.CCN=C=NCCCN(C)C.Cl.C1C=CC2N(O)N=NC=2C=1.[CH2:40]([O:43][C:44]1[C:53]([Cl:54])=[CH:52][C:47]([C:48](=[N:50]O)[NH2:49])=[C:46]([Cl:55])[CH:45]=1)[CH:41]=[CH2:42]. Given the product [CH2:40]([O:43][C:44]1[C:53]([Cl:54])=[CH:52][C:47]([C:48]2[N:50]=[C:15]([C:13]3[N:14]=[C:3]4[C:2]([Cl:1])=[CH:7][C:6]([C:8]([F:9])([F:10])[F:11])=[CH:5][N:4]4[CH:12]=3)[O:17][N:49]=2)=[C:46]([Cl:55])[CH:45]=1)[CH:41]=[CH2:42], predict the reactants needed to synthesize it. (9) Given the product [CH3:9][C:4]([CH3:10])([CH2:3][CH2:2][O:1][S:12]([CH3:11])(=[O:14])=[O:13])[C:5]([O:7][CH3:8])=[O:6], predict the reactants needed to synthesize it. The reactants are: [OH:1][CH2:2][CH2:3][C:4]([CH3:10])([CH3:9])[C:5]([O:7][CH3:8])=[O:6].[CH3:11][S:12](Cl)(=[O:14])=[O:13].C(N(CC)CC)C.